This data is from Peptide-MHC class I binding affinity with 185,985 pairs from IEDB/IMGT. The task is: Regression. Given a peptide amino acid sequence and an MHC pseudo amino acid sequence, predict their binding affinity value. This is MHC class I binding data. (1) The binding affinity (normalized) is 0.0847. The MHC is HLA-B07:02 with pseudo-sequence HLA-B07:02. The peptide sequence is KGHLPLLDK. (2) The peptide sequence is WPRHRRLSI. The MHC is HLA-A26:01 with pseudo-sequence HLA-A26:01. The binding affinity (normalized) is 0.0847. (3) The binding affinity (normalized) is 0.343. The MHC is HLA-A33:01 with pseudo-sequence HLA-A33:01. The peptide sequence is CTFMIITSTK. (4) The peptide sequence is FPLCANGQVF. The MHC is HLA-B07:02 with pseudo-sequence HLA-B07:02. The binding affinity (normalized) is 0.587. (5) The peptide sequence is EPADHLAIM. The MHC is HLA-B48:01 with pseudo-sequence HLA-B48:01. The binding affinity (normalized) is 0.0847. (6) The peptide sequence is VLNHYTPEY. The MHC is HLA-B39:01 with pseudo-sequence HLA-B39:01. The binding affinity (normalized) is 0.0847.